Dataset: Catalyst prediction with 721,799 reactions and 888 catalyst types from USPTO. Task: Predict which catalyst facilitates the given reaction. (1) Reactant: I[C:2]1[CH:3]=[C:4]([CH:10]=[CH:11][CH:12]=1)[C:5]([O:7][CH2:8][CH3:9])=[O:6].C([Mg]Cl)(C)C.[Cl:18][C:19]1[CH:20]=[CH:21][C:22]([CH3:27])=[C:23]([CH:26]=1)[CH:24]=[O:25].[NH4+].[Cl-]. Product: [Cl:18][C:19]1[CH:20]=[CH:21][C:22]([CH3:27])=[C:23]([CH:24]([OH:25])[C:2]2[CH:3]=[C:4]([CH:10]=[CH:11][CH:12]=2)[C:5]([O:7][CH2:8][CH3:9])=[O:6])[CH:26]=1. The catalyst class is: 49. (2) Reactant: [ClH:1].[Cl-:2].[NH2:3][C:4]([CH3:14])([CH3:13])[CH2:5][CH2:6][N+:7]1([CH3:12])[CH2:11][CH2:10][CH2:9][CH2:8]1.C(O[Cl:20])(C)(C)C. Product: [Cl-:20].[Cl:1][N:3]([Cl:2])[C:4]([CH3:14])([CH3:13])[CH2:5][CH2:6][N+:7]1([CH3:12])[CH2:11][CH2:10][CH2:9][CH2:8]1. The catalyst class is: 24.